This data is from NCI-60 drug combinations with 297,098 pairs across 59 cell lines. The task is: Regression. Given two drug SMILES strings and cell line genomic features, predict the synergy score measuring deviation from expected non-interaction effect. (1) Drug 1: C1=CC(=CC=C1CCC2=CNC3=C2C(=O)NC(=N3)N)C(=O)NC(CCC(=O)O)C(=O)O. Drug 2: C1=NC2=C(N1)C(=S)N=CN2. Cell line: OVCAR-8. Synergy scores: CSS=15.8, Synergy_ZIP=-14.1, Synergy_Bliss=-25.6, Synergy_Loewe=-22.3, Synergy_HSA=-19.1. (2) Drug 1: C1CN1P(=S)(N2CC2)N3CC3. Drug 2: CC1=C(C=C(C=C1)C(=O)NC2=CC(=CC(=C2)C(F)(F)F)N3C=C(N=C3)C)NC4=NC=CC(=N4)C5=CN=CC=C5. Cell line: MDA-MB-231. Synergy scores: CSS=18.5, Synergy_ZIP=6.42, Synergy_Bliss=15.5, Synergy_Loewe=10.6, Synergy_HSA=12.9. (3) Drug 1: CN1CCC(CC1)COC2=C(C=C3C(=C2)N=CN=C3NC4=C(C=C(C=C4)Br)F)OC. Drug 2: CN(C)C1=NC(=NC(=N1)N(C)C)N(C)C. Cell line: SK-OV-3. Synergy scores: CSS=13.9, Synergy_ZIP=-6.99, Synergy_Bliss=-0.582, Synergy_Loewe=-20.6, Synergy_HSA=-1.48. (4) Cell line: U251. Synergy scores: CSS=31.3, Synergy_ZIP=-8.16, Synergy_Bliss=-0.716, Synergy_Loewe=1.53, Synergy_HSA=1.15. Drug 1: CC(CN1CC(=O)NC(=O)C1)N2CC(=O)NC(=O)C2. Drug 2: CC1=C(C(=CC=C1)Cl)NC(=O)C2=CN=C(S2)NC3=CC(=NC(=N3)C)N4CCN(CC4)CCO. (5) Drug 1: C1=CN(C(=O)N=C1N)C2C(C(C(O2)CO)O)O.Cl. Drug 2: CC(C)NC(=O)C1=CC=C(C=C1)CNNC.Cl. Cell line: EKVX. Synergy scores: CSS=3.12, Synergy_ZIP=-3.83, Synergy_Bliss=-8.32, Synergy_Loewe=-5.38, Synergy_HSA=-7.69. (6) Cell line: HS 578T. Drug 1: CS(=O)(=O)CCNCC1=CC=C(O1)C2=CC3=C(C=C2)N=CN=C3NC4=CC(=C(C=C4)OCC5=CC(=CC=C5)F)Cl. Synergy scores: CSS=9.47, Synergy_ZIP=-1.16, Synergy_Bliss=-1.69, Synergy_Loewe=-20.2, Synergy_HSA=-1.21. Drug 2: CC1C(C(CC(O1)OC2CC(OC(C2O)C)OC3=CC4=CC5=C(C(=O)C(C(C5)C(C(=O)C(C(C)O)O)OC)OC6CC(C(C(O6)C)O)OC7CC(C(C(O7)C)O)OC8CC(C(C(O8)C)O)(C)O)C(=C4C(=C3C)O)O)O)O. (7) Drug 1: CC=C1C(=O)NC(C(=O)OC2CC(=O)NC(C(=O)NC(CSSCCC=C2)C(=O)N1)C(C)C)C(C)C. Drug 2: C1CN(CCN1C(=O)CCBr)C(=O)CCBr. Cell line: 786-0. Synergy scores: CSS=36.1, Synergy_ZIP=-5.42, Synergy_Bliss=3.38, Synergy_Loewe=-0.408, Synergy_HSA=4.26. (8) Drug 1: C1CCC(C1)C(CC#N)N2C=C(C=N2)C3=C4C=CNC4=NC=N3. Drug 2: CN(CC1=CN=C2C(=N1)C(=NC(=N2)N)N)C3=CC=C(C=C3)C(=O)NC(CCC(=O)O)C(=O)O. Cell line: NCI-H460. Synergy scores: CSS=31.8, Synergy_ZIP=3.30, Synergy_Bliss=0.956, Synergy_Loewe=-11.8, Synergy_HSA=-1.66.